Dataset: Full USPTO retrosynthesis dataset with 1.9M reactions from patents (1976-2016). Task: Predict the reactants needed to synthesize the given product. (1) Given the product [Cl-:14].[O:7]1[C:8]2[CH:9]=[CH:10][C:2]([CH2:1][NH:11][CH:12]=[S:13])=[CH:3][C:4]=2[O:5][CH2:6]1, predict the reactants needed to synthesize it. The reactants are: [CH2:1]([NH2:11])[C:2]1[CH:10]=[CH:9][C:8]2[O:7][CH2:6][O:5][C:4]=2[CH:3]=1.[C:12](Cl)([Cl:14])=[S:13]. (2) Given the product [Br:1][C:2]1[CH:7]=[C:6]([NH2:8])[CH:5]=[C:4]([C:11]2[N:15]([CH3:16])[N:14]=[N:13][N:12]=2)[CH:3]=1, predict the reactants needed to synthesize it. The reactants are: [Br:1][C:2]1[CH:3]=[C:4]([C:11]2[N:15]([CH3:16])[N:14]=[N:13][N:12]=2)[CH:5]=[C:6]([N+:8]([O-])=O)[CH:7]=1. (3) Given the product [CH2:1]=[CH:2][C:3]1[CH:8]=[CH:7][CH:6]=[CH:5][CH:4]=1.[CH2:12]=[CH2:13], predict the reactants needed to synthesize it. The reactants are: [CH2:1]=[CH:2][C:3]1[CH:8]=[CH:7][CH:6]=[CH:5][CH:4]=1.C=C.F[C:12]1C(B(C2C(F)=C(F)C(F)=C(F)C=2F)C2C(F)=C(F)C(F)=C(F)C=2F)=C(F)C(F)=C(F)[C:13]=1F.[H][H]. (4) Given the product [Cl:1][C:2]1[N:3]=[C:4]([OH:11])[CH:5]=[CH:6][C:7]=1[N+:8]([O-:10])=[O:9], predict the reactants needed to synthesize it. The reactants are: [Cl:1][C:2]1[C:7]([N+:8]([O-:10])=[O:9])=[CH:6][CH:5]=[C:4]([O:11]C)[N:3]=1.Cl.[OH-].[Na+]. (5) The reactants are: CC[C@@H]1[C@@H]2C[C@H]([C@@H](OC3C4C(=CC=CC=4)C(O[C@@H](C4C=CN=C5C=4C=C(OC)C=C5)[C@@H]4N5C[C@H](CC)[C@@H](CC5)C4)=NN=3)C3C=CN=C4C=3C=C([O:22]C)C=C4)N(CC2)C1.[OH2:59].[Cl:60][C:61]1[C:70]2[C:65](=[CH:66][CH:67]=[CH:68][CH:69]=2)[CH:64]=[C:63]([CH3:71])[C:62]=1[CH:72]=[CH2:73]. Given the product [Cl:60][C:61]1[C:70]2[C:65](=[CH:66][CH:67]=[CH:68][CH:69]=2)[CH:64]=[C:63]([CH3:71])[C:62]=1[C@@H:72]([OH:22])[CH2:73][OH:59], predict the reactants needed to synthesize it.